This data is from Full USPTO retrosynthesis dataset with 1.9M reactions from patents (1976-2016). The task is: Predict the reactants needed to synthesize the given product. (1) Given the product [CH2:28]([O:13][C:8]1[C:9]([CH3:12])=[C:10]([CH3:11])[C:4]2[O:3][C:2]([CH3:1])([CH2:15][N:16]3[CH2:21][CH2:20][N:19]([C:22]4[CH:23]=[CH:24][CH:25]=[CH:26][CH:27]=4)[CH2:18][CH2:17]3)[CH2:6][C:5]=2[C:7]=1[CH3:14])[C:29]1[CH:34]=[CH:33][CH:32]=[CH:31][CH:30]=1, predict the reactants needed to synthesize it. The reactants are: [CH3:1][C:2]1([CH2:15][N:16]2[CH2:21][CH2:20][N:19]([C:22]3[CH:27]=[CH:26][CH:25]=[CH:24][CH:23]=3)[CH2:18][CH2:17]2)[CH2:6][C:5]2[C:7]([CH3:14])=[C:8]([OH:13])[C:9]([CH3:12])=[C:10]([CH3:11])[C:4]=2[O:3]1.[CH2:28](Br)[C:29]1[CH:34]=[CH:33][CH:32]=[CH:31][CH:30]=1. (2) Given the product [CH:1]1([C:4]([N:6]2[CH2:10][CH2:9][C@@H:8]([CH2:11][N:12]3[C:13]4[CH:18]=[C:17]([C:19]([F:20])([F:21])[F:22])[CH:16]=[CH:15][C:14]=4[N:23]=[C:35]3[C:34]3[CH:33]=[CH:32][C:31]([C:27]4[CH:28]=[CH:29][CH:30]=[C:25]([OH:24])[CH:26]=4)=[CH:38][CH:37]=3)[CH2:7]2)=[O:5])[CH2:3][CH2:2]1, predict the reactants needed to synthesize it. The reactants are: [CH:1]1([C:4]([N:6]2[CH2:10][CH2:9][C@@H:8]([CH2:11][NH:12][C:13]3[C:14]([NH2:23])=[CH:15][CH:16]=[C:17]([C:19]([F:22])([F:21])[F:20])[CH:18]=3)[CH2:7]2)=[O:5])[CH2:3][CH2:2]1.[OH:24][C:25]1[CH:26]=[C:27]([C:31]2[CH:38]=[CH:37][C:34]([CH:35]=O)=[CH:33][CH:32]=2)[CH:28]=[CH:29][CH:30]=1.OOS([O-])=O.[K+]. (3) Given the product [Cl:10][C:11]1[CH:12]=[C:13]([C:2]2[CH:7]=[C:6]([O:8][CH3:9])[N:5]=[CH:4][N:3]=2)[C:14]2[N:18]=[CH:17][NH:16][C:15]=2[CH:19]=1, predict the reactants needed to synthesize it. The reactants are: Cl[C:2]1[CH:7]=[C:6]([O:8][CH3:9])[N:5]=[CH:4][N:3]=1.[Cl:10][C:11]1[CH:12]=[C:13](B2OC(C)(C)C(C)(C)O2)[C:14]2[N:18]=[CH:17][NH:16][C:15]=2[CH:19]=1.C([O-])([O-])=O.[Na+].[Na+]. (4) Given the product [Cl:1][C:2]1[CH:3]=[C:4]([CH:26]=[CH:27][C:28]=1[O:29][CH3:30])[CH2:5][NH:6][C:7]1[C:12]([C:13]([O:15][CH3:16])=[O:14])=[C:11]([N:17]2[CH2:18][CH2:19][CH:20]([OH:23])[CH2:21][CH2:22]2)[N:10]=[C:9]([S:24]([CH3:25])=[O:39])[N:8]=1, predict the reactants needed to synthesize it. The reactants are: [Cl:1][C:2]1[CH:3]=[C:4]([CH:26]=[CH:27][C:28]=1[O:29][CH3:30])[CH2:5][NH:6][C:7]1[C:12]([C:13]([O:15][CH3:16])=[O:14])=[C:11]([N:17]2[CH2:22][CH2:21][CH:20]([OH:23])[CH2:19][CH2:18]2)[N:10]=[C:9]([S:24][CH3:25])[N:8]=1.ClC1C=CC=C(C(OO)=[O:39])C=1. (5) Given the product [Br:8][C:7]1[CH:6]=[C:5]([O:9][CH2:10][CH3:11])[C:4]([O:12][CH3:16])=[C:3]([F:13])[C:2]=1[Br:1], predict the reactants needed to synthesize it. The reactants are: [Br:1][C:2]1[C:3]([F:13])=[C:4]([OH:12])[C:5]([O:9][CH2:10][CH3:11])=[CH:6][C:7]=1[Br:8].CI.[C:16](=O)([O-])[O-].[K+].[K+].O. (6) Given the product [CH3:10][S:11]([O:14][CH:16]1[CH2:17][CH2:18][O:7][CH:6]([C:5]2[CH:4]=[N:3][C:2]([Cl:1])=[CH:9][CH:8]=2)[CH2:15]1)(=[O:13])=[O:12], predict the reactants needed to synthesize it. The reactants are: [Cl:1][C:2]1[CH:9]=[CH:8][C:5]([CH:6]=[O:7])=[CH:4][N:3]=1.[CH3:10][S:11]([OH:14])(=[O:13])=[O:12].[CH2:15](O)[CH2:16][CH:17]=[CH2:18]. (7) Given the product [Cl:1][C:2]1[CH:7]=[CH:6][C:5]([NH:8][C:9](=[O:34])[CH2:10][CH2:11][C:12]2[CH:13]=[CH:14][C:15]([O:16][C:17]3[CH:22]=[CH:21][N:20]=[C:19]([C:23]4[NH:24][CH2:25][CH:26]([CH2:28][OH:29])[N:27]=4)[CH:18]=3)=[CH:32][CH:33]=2)=[CH:4][C:3]=1[C:35]([F:36])([F:37])[F:38], predict the reactants needed to synthesize it. The reactants are: [Cl:1][C:2]1[CH:7]=[CH:6][C:5]([NH:8][C:9](=[O:34])[CH2:10][CH2:11][C:12]2[CH:33]=[CH:32][C:15]([O:16][C:17]3[CH:22]=[CH:21][N:20]=[C:19]([C:23]4[NH:24][CH2:25][CH:26]([C:28](OC)=[O:29])[N:27]=4)[CH:18]=3)=[CH:14][CH:13]=2)=[CH:4][C:3]=1[C:35]([F:38])([F:37])[F:36].[BH4-].[Na+].Cl.